From a dataset of Full USPTO retrosynthesis dataset with 1.9M reactions from patents (1976-2016). Predict the reactants needed to synthesize the given product. Given the product [CH:1]([CH2:15][C:16]([OH:20])=[S:17])([C:8]1[CH:13]=[CH:12][CH:11]=[CH:10][CH:9]=1)[C:2]1[CH:7]=[CH:6][CH:5]=[CH:4][CH:3]=1, predict the reactants needed to synthesize it. The reactants are: [CH:1](O)([C:8]1[CH:13]=[CH:12][CH:11]=[CH:10][CH:9]=1)[C:2]1[CH:7]=[CH:6][CH:5]=[CH:4][CH:3]=1.[C:15](O)(=O)[CH2:16][SH:17].[OH2:20].